From a dataset of Reaction yield outcomes from USPTO patents with 853,638 reactions. Predict the reaction yield, written as a fraction of the theoretical maximum amount of product (1.0 means a 100% yield; for example, 0.34 means a 34% yield). The reactants are [CH3:1][O:2][C:3]1[N:8]=[C:7]([O:9][CH3:10])[C:6]([C:11]2[CH:20]=[C:19]3[C:14]([C:15](Cl)=[C:16]([C:21]([NH2:23])=[O:22])[CH:17]=[N:18]3)=[CH:13][CH:12]=2)=[CH:5][N:4]=1.[NH2:25][C:26]1[CH:27]=[C:28]([CH:32]=[C:33]([C:35]2[O:36][CH:37]=[CH:38][CH:39]=2)[CH:34]=1)[C:29]([OH:31])=[O:30]. The catalyst is C(O)(=O)C. The product is [NH2:23][C:21]([C:16]1[CH:17]=[N:18][C:19]2[C:14]([C:15]=1[NH:25][C:26]1[CH:27]=[C:28]([CH:32]=[C:33]([C:35]3[O:36][CH:37]=[CH:38][CH:39]=3)[CH:34]=1)[C:29]([OH:31])=[O:30])=[CH:13][CH:12]=[C:11]([C:6]1[C:7]([O:9][CH3:10])=[N:8][C:3]([O:2][CH3:1])=[N:4][CH:5]=1)[CH:20]=2)=[O:22]. The yield is 0.441.